From a dataset of Full USPTO retrosynthesis dataset with 1.9M reactions from patents (1976-2016). Predict the reactants needed to synthesize the given product. Given the product [NH2:35][C:5]1[CH:4]=[C:3]([F:2])[C:21]([N:22]2[C:27](=[O:28])[CH:26]=[C:25]([C:29]([F:30])([F:32])[F:31])[N:24]([CH3:33])[C:23]2=[O:34])=[CH:20][C:6]=1[O:7][C:8]1[C:9]([O:14][CH2:15][C:16]([O:18][CH3:19])=[O:17])=[N:10][CH:11]=[CH:12][CH:13]=1, predict the reactants needed to synthesize it. The reactants are: O.[F:2][C:3]1[C:21]([N:22]2[C:27](=[O:28])[CH:26]=[C:25]([C:29]([F:32])([F:31])[F:30])[N:24]([CH3:33])[C:23]2=[O:34])=[CH:20][C:6]([O:7][C:8]2[C:9]([O:14][CH2:15][C:16]([O:18][CH3:19])=[O:17])=[N:10][CH:11]=[CH:12][CH:13]=2)=[C:5]([N+:35]([O-])=O)[CH:4]=1.